From a dataset of Forward reaction prediction with 1.9M reactions from USPTO patents (1976-2016). Predict the product of the given reaction. Given the reactants [N:1]#[C:2]Br.Cl.[CH3:5][S:6]([C:9]1[CH:14]=[CH:13][C:12]([C:15]2[CH:20]=[CH:19][C:18]([O:21][CH2:22][CH:23]3[CH2:28][CH2:27][NH:26][CH2:25][CH2:24]3)=[CH:17][CH:16]=2)=[CH:11][CH:10]=1)(=[O:8])=[O:7].C(N(CC)CC)C, predict the reaction product. The product is: [CH3:5][S:6]([C:9]1[CH:10]=[CH:11][C:12]([C:15]2[CH:20]=[CH:19][C:18]([O:21][CH2:22][CH:23]3[CH2:28][CH2:27][N:26]([C:2]#[N:1])[CH2:25][CH2:24]3)=[CH:17][CH:16]=2)=[CH:13][CH:14]=1)(=[O:8])=[O:7].